This data is from Peptide-MHC class II binding affinity with 134,281 pairs from IEDB. The task is: Regression. Given a peptide amino acid sequence and an MHC pseudo amino acid sequence, predict their binding affinity value. This is MHC class II binding data. (1) The peptide sequence is NYLALLVKFVAGDGD. The MHC is DRB1_1101 with pseudo-sequence DRB1_1101. The binding affinity (normalized) is 0.526. (2) The peptide sequence is AALDAQAVELTARLN. The MHC is DRB1_0802 with pseudo-sequence DRB1_0802. The binding affinity (normalized) is 0.586. (3) The peptide sequence is PEFYEAMYTPHTVLQ. The MHC is DRB1_0101 with pseudo-sequence DRB1_0101. The binding affinity (normalized) is 0.942. (4) The peptide sequence is AAVLFAATAAAAAAV. The MHC is HLA-DQA10501-DQB10301 with pseudo-sequence HLA-DQA10501-DQB10301. The binding affinity (normalized) is 0.625. (5) The peptide sequence is LTQPLQQVTSLFSQV. The binding affinity (normalized) is 0.384. The MHC is HLA-DQA10101-DQB10501 with pseudo-sequence HLA-DQA10101-DQB10501. (6) The peptide sequence is EKKYFAATQFEPLHA. The MHC is DRB1_1001 with pseudo-sequence DRB1_1001. The binding affinity (normalized) is 0.731.